This data is from Forward reaction prediction with 1.9M reactions from USPTO patents (1976-2016). The task is: Predict the product of the given reaction. (1) Given the reactants [CH3:1][C:2]1[C:7]([NH2:8])=[CH:6][CH:5]=[C:4]([CH3:9])[N:3]=1.Cl, predict the reaction product. The product is: [CH3:1][CH:2]1[CH:7]([NH2:8])[CH2:6][CH2:5][CH:4]([CH3:9])[NH:3]1. (2) Given the reactants Cl.Cl.[CH3:3][N:4]1[CH2:11][CH2:10][CH2:9][C:5]21[CH2:8][NH:7][CH2:6]2.F[C:13]1[C:18]([N+:19]([O-:21])=[O:20])=[CH:17][C:16]([NH:22][C:23]2[N:28]=[C:27]([C:29]3[CH:30]=[N:31][N:32]4[CH:37]=[CH:36][CH:35]=[CH:34][C:33]=34)[CH:26]=[CH:25][N:24]=2)=[C:15]([O:38][CH3:39])[CH:14]=1.CCN(C(C)C)C(C)C, predict the reaction product. The product is: [CH3:39][O:38][C:15]1[CH:14]=[C:13]([N:7]2[CH2:8][C:5]3([N:4]([CH3:3])[CH2:11][CH2:10][CH2:9]3)[CH2:6]2)[C:18]([N+:19]([O-:21])=[O:20])=[CH:17][C:16]=1[NH:22][C:23]1[N:28]=[C:27]([C:29]2[CH:30]=[N:31][N:32]3[CH:37]=[CH:36][CH:35]=[CH:34][C:33]=23)[CH:26]=[CH:25][N:24]=1.